Task: Predict the reaction yield, written as a fraction of the theoretical maximum amount of product (1.0 means a 100% yield; for example, 0.34 means a 34% yield).. Dataset: Reaction yield outcomes from USPTO patents with 853,638 reactions (1) The reactants are [NH2:1][C:2]1[CH:3]=[N:4][C:5]2[C:10]([C:11]=1[NH:12][CH2:13][C:14]1([OH:20])[CH2:19][CH2:18][CH2:17][CH2:16][CH2:15]1)=[N:9][CH:8]=[CH:7][CH:6]=2.[C:21](OC)(OC)(OC)[CH2:22][CH2:23][CH3:24].Cl.N1C=CC=CC=1. The catalyst is C1(C)C=CC=CC=1. The product is [CH2:22]([C:21]1[N:12]([CH2:13][C:14]2([OH:20])[CH2:19][CH2:18][CH2:17][CH2:16][CH2:15]2)[C:11]2[C:10]3[N:9]=[CH:8][CH:7]=[CH:6][C:5]=3[N:4]=[CH:3][C:2]=2[N:1]=1)[CH2:23][CH3:24]. The yield is 0.700. (2) The reactants are C(=O)([O-])[O-].[K+].[K+].[CH2:7]([NH:9][CH2:10][CH3:11])[CH3:8].[Br:12][C:13]1[CH:20]=[CH:19][C:16]([CH2:17]Br)=[CH:15][CH:14]=1.Cl. The catalyst is O.C1COCC1. The product is [Br:12][C:13]1[CH:20]=[CH:19][C:16]([CH2:17][N:9]([CH2:10][CH3:11])[CH2:7][CH3:8])=[CH:15][CH:14]=1. The yield is 0.740. (3) The reactants are [C:1]([O:5][C:6]([N:8]1[CH2:12][CH2:11][CH2:10][C@H:9]1[CH2:13][O:14][C:15]1[CH:20]=[CH:19][C:18]([CH:21](O)[C:22]2[CH:27]=[CH:26][CH:25]=[CH:24][CH:23]=2)=[CH:17][N:16]=1)=[O:7])([CH3:4])([CH3:3])[CH3:2].[OH-].[Na+].CCOC(C)=O. The catalyst is CO.CC(O)=O.[Pd]. The product is [C:1]([O:5][C:6]([N:8]1[CH2:12][CH2:11][CH2:10][C@H:9]1[CH2:13][O:14][C:15]1[CH:20]=[CH:19][C:18]([CH2:21][C:22]2[CH:23]=[CH:24][CH:25]=[CH:26][CH:27]=2)=[CH:17][N:16]=1)=[O:7])([CH3:4])([CH3:2])[CH3:3]. The yield is 0.830. (4) The reactants are O.[C:2]1(C)[CH:7]=CC(S(O)(=O)=O)=C[CH:3]=1.[Cl:13][C:14]1[N:22]=[CH:21][N:20]=[C:19]2[C:15]=1[N:16]=[CH:17][N:18]2[C@H:23]1[C@H:27]([OH:28])[C@H:26]([OH:29])[C@@H:25]([CH2:30][OH:31])[O:24]1.C([O-])(O)=O.[Na+]. The catalyst is CC(C)=O. The product is [Cl:13][C:14]1[N:22]=[CH:21][N:20]=[C:19]2[C:15]=1[N:16]=[CH:17][N:18]2[C@H:23]1[C@@H:27]2[O:28][C:2]([CH3:7])([CH3:3])[O:29][C@@H:26]2[C@@H:25]([CH2:30][OH:31])[O:24]1. The yield is 0.870. (5) The reactants are [H-].[Na+].[F:3][C:4]([F:16])([F:15])[O:5][C:6]1[CH:11]=[CH:10][C:9]([CH2:12][C:13]#[N:14])=[CH:8][CH:7]=1.Br[CH:18]([CH:20](Br)[CH3:21])[CH3:19]. The catalyst is C1COCC1. The product is [F:3][C:4]([F:15])([F:16])[O:5][C:6]1[CH:7]=[CH:8][C:9]([C:12]2([C:13]#[N:14])[CH2:21][CH2:20][CH2:18][CH2:19]2)=[CH:10][CH:11]=1. The yield is 0.710. (6) The reactants are [NH2:1][C:2]1[CH:10]=[C:9]([O:11][CH3:12])[CH:8]=[C:7]([O:13][CH3:14])[C:3]=1[C:4]([NH2:6])=[O:5].[OH:15][CH2:16][CH2:17][N:18]([CH2:27][CH2:28][OH:29])[C:19]1[CH:26]=[CH:25][C:22]([CH:23]=O)=[CH:21][CH:20]=1.COC1C=C(OC)C=C2C=1C(=O)NC(C1C=CC=CN=1)=N2. No catalyst specified. The product is [OH:15][CH2:16][CH2:17][N:18]([CH2:27][CH2:28][OH:29])[C:19]1[CH:26]=[CH:25][C:22]([C:23]2[NH:6][C:4](=[O:5])[C:3]3[C:2](=[CH:10][C:9]([O:11][CH3:12])=[CH:8][C:7]=3[O:13][CH3:14])[N:1]=2)=[CH:21][CH:20]=1. The yield is 0.410.